This data is from Forward reaction prediction with 1.9M reactions from USPTO patents (1976-2016). The task is: Predict the product of the given reaction. (1) Given the reactants C[O:2][C:3]([C:5]1[CH:14]=[CH:13][C:12]2[C:7](=[CH:8][CH:9]=[CH:10][CH:11]=2)[C:6]=1[NH:15][CH2:16][CH2:17][CH2:18][C:19]1[CH:24]=[CH:23][CH:22]=[CH:21][CH:20]=1)=[O:4].[OH-].[Na+], predict the reaction product. The product is: [C:19]1([CH2:18][CH2:17][CH2:16][NH:15][C:6]2[C:7]3[C:12](=[CH:11][CH:10]=[CH:9][CH:8]=3)[CH:13]=[CH:14][C:5]=2[C:3]([OH:4])=[O:2])[CH:24]=[CH:23][CH:22]=[CH:21][CH:20]=1. (2) Given the reactants [CH2:1]1[CH2:5][O:4][CH2:3][CH2:2]1.C1(C)C=CC=CC=1.[Br:13][C:14]1C=C(C#N)[CH:17]=[CH:16][C:15]=1C.CC(C[AlH]CC(C)C)C.Cl, predict the reaction product. The product is: [Br:13][CH2:14][C:15]1[CH:3]=[CH:2][C:1]([CH:5]=[O:4])=[CH:17][CH:16]=1.